Dataset: Catalyst prediction with 721,799 reactions and 888 catalyst types from USPTO. Task: Predict which catalyst facilitates the given reaction. (1) Reactant: [C:1]([N:5]1[CH2:43][CH2:42][CH2:41][CH2:40][C:8]2[C:9]([C:35]3[S:36][CH:37]=[CH:38][CH:39]=3)=[C:10]3[C:19]4[CH:18]=[C:17]([N:20]5[CH:24]=[C:23]([CH2:25][C@H:26]6[CH2:30][O:29]C(C)(C)[O:27]6)[N:22]=[N:21]5)[C:16]([O:33][CH3:34])=[CH:15][C:14]=4[CH2:13][CH2:12][N:11]3[C:7]=2[C:6]1=[O:44])([CH3:4])([CH3:3])[CH3:2].[NH4+].[OH-]. Product: [C:1]([N:5]1[CH2:43][CH2:42][CH2:41][CH2:40][C:8]2[C:9]([C:35]3[S:36][CH:37]=[CH:38][CH:39]=3)=[C:10]3[C:19]4[CH:18]=[C:17]([N:20]5[CH:24]=[C:23]([CH2:25][C@H:26]([OH:27])[CH2:30][OH:29])[N:22]=[N:21]5)[C:16]([O:33][CH3:34])=[CH:15][C:14]=4[CH2:13][CH2:12][N:11]3[C:7]=2[C:6]1=[O:44])([CH3:4])([CH3:2])[CH3:3]. The catalyst class is: 15. (2) Reactant: [F:1][CH2:2][C:3]([CH2:21][F:22])([O:10][C:11]1[CH:16]=[CH:15][C:14]([C:17]([F:20])([F:19])[F:18])=[CH:13][CH:12]=1)[C:4]#[C:5][C:6]([O:8][CH3:9])=[O:7]. Product: [F:22][CH2:21][C:3]1([CH2:2][F:1])[CH:4]=[C:5]([C:6]([O:8][CH3:9])=[O:7])[C:12]2[CH:13]=[C:14]([C:17]([F:18])([F:19])[F:20])[CH:15]=[CH:16][C:11]=2[O:10]1. The catalyst class is: 262. (3) Reactant: [NH2:1][C:2]1[C:3]2[C:10]([C:11]3[CH:16]=[CH:15][C:14]([NH2:17])=[C:13]([O:18][CH3:19])[CH:12]=3)=[CH:9][N:8]([CH:20]3[CH2:25][CH2:24][C:23](=[O:26])[CH2:22][CH2:21]3)[C:4]=2[N:5]=[CH:6][N:7]=1.[C:27](Cl)(=[O:36])[CH2:28][CH2:29][C:30]1[CH:35]=[CH:34][CH:33]=[CH:32][CH:31]=1. Product: [NH2:1][C:2]1[C:3]2[C:10]([C:11]3[CH:16]=[CH:15][C:14]([NH:17][C:27](=[O:36])[CH2:28][CH2:29][C:30]4[CH:35]=[CH:34][CH:33]=[CH:32][CH:31]=4)=[C:13]([O:18][CH3:19])[CH:12]=3)=[CH:9][N:8]([CH:20]3[CH2:25][CH2:24][C:23](=[O:26])[CH2:22][CH2:21]3)[C:4]=2[N:5]=[CH:6][N:7]=1. The catalyst class is: 529. (4) Reactant: [H-].[Al+3].[Li+].[H-].[H-].[H-].C[O:8][C:9]([C:11]1[CH:26]=[CH:25][C:14]2[O:15][C:16]3[CH:24]=[CH:23][CH:22]=[CH:21][C:17]=3[C:18](=[O:20])[NH:19][C:13]=2[CH:12]=1)=O. Product: [OH:8][CH2:9][C:11]1[CH:26]=[CH:25][C:14]2[O:15][C:16]3[CH:24]=[CH:23][CH:22]=[CH:21][C:17]=3[C:18](=[O:20])[NH:19][C:13]=2[CH:12]=1. The catalyst class is: 1. (5) Reactant: [I:1][C:2]1[C:10]2[O:9][C:8](=[O:11])[NH:7][C:6]=2[CH:5]=[C:4]([N+:12]([O-:14])=[O:13])[CH:3]=1.C(N(CC)C(C)C)(C)C.[CH3:24][Si:25]([CH3:32])([CH3:31])[CH2:26][CH2:27][O:28][CH2:29]Cl. Product: [I:1][C:2]1[C:10]2[O:9][C:8](=[O:11])[N:7]([CH2:29][O:28][CH2:27][CH2:26][Si:25]([CH3:32])([CH3:31])[CH3:24])[C:6]=2[CH:5]=[C:4]([N+:12]([O-:14])=[O:13])[CH:3]=1. The catalyst class is: 42. (6) Reactant: [F:1][C:2]([F:43])([F:42])[C:3]1[CH:4]=[C:5]([CH:35]=[C:36]([C:38]([F:41])([F:40])[F:39])[CH:37]=1)[CH2:6][N:7]([CH2:13][C:14]1[CH:19]=[C:18]([C:20]([F:23])([F:22])[F:21])[CH:17]=[CH:16][C:15]=1[C:24]1[CH:29]=[C:28]([CH:30]([CH3:32])[CH3:31])[CH:27]=[CH:26][C:25]=1[O:33][CH3:34])[C:8]1[N:9]=[N:10][NH:11][N:12]=1.C(N(CC)CC)C.Br[CH2:52][CH2:53][CH2:54][C:55]([O:57][CH2:58][CH3:59])=[O:56].O. Product: [F:41][C:38]([F:39])([F:40])[C:36]1[CH:35]=[C:5]([CH:4]=[C:3]([C:2]([F:1])([F:42])[F:43])[CH:37]=1)[CH2:6][N:7]([CH2:13][C:14]1[CH:19]=[C:18]([C:20]([F:21])([F:22])[F:23])[CH:17]=[CH:16][C:15]=1[C:24]1[CH:29]=[C:28]([CH:30]([CH3:31])[CH3:32])[CH:27]=[CH:26][C:25]=1[O:33][CH3:34])[C:8]1[N:9]=[N:10][N:11]([CH2:52][CH2:53][CH2:54][C:55]([O:57][CH2:58][CH3:59])=[O:56])[N:12]=1. The catalyst class is: 9. (7) Reactant: [F:1][C:2]1[C:3]([C:17]#[N:18])=[N:4][CH:5]=[C:6](B2OC(C)(C)C(C)(C)O2)[CH:7]=1.Br[C:20]1[CH:25]=[CH:24][N:23]=[C:22]2[NH:26][C:27]([C:29]3[CH:30]=[N:31][N:32]([CH3:34])[CH:33]=3)=[N:28][C:21]=12.ClCCl.C(=O)([O-])[O-].[K+].[K+].O1CCOCC1.O. Product: [F:1][C:2]1[C:3]([C:17]#[N:18])=[N:4][CH:5]=[C:6]([C:20]2[CH:25]=[CH:24][N:23]=[C:22]3[NH:26][C:27]([C:29]4[CH:30]=[N:31][N:32]([CH3:34])[CH:33]=4)=[N:28][C:21]=23)[CH:7]=1. The catalyst class is: 140. (8) Reactant: Br[C:2]1[C:7](=[O:8])[N:6]([CH2:9][C:10]2[CH:15]=[CH:14][C:13]([C:16]3[C:17]([C:22]#[N:23])=[CH:18][CH:19]=[CH:20][CH:21]=3)=[CH:12][CH:11]=2)[C:5]([CH2:24][CH2:25][CH3:26])=[N:4][C:3]=1[CH2:27][CH3:28].[CH2:29]([O:32][C:33]1[CH:38]=[CH:37][C:36](B(O)O)=[CH:35][CH:34]=1)[CH2:30][CH3:31].C(=O)([O-])[O-].[Cs+].[Cs+]. Product: [CH2:27]([C:3]1[N:4]=[C:5]([CH2:24][CH2:25][CH3:26])[N:6]([CH2:9][C:10]2[CH:11]=[CH:12][C:13]([C:16]3[C:17]([C:22]#[N:23])=[CH:18][CH:19]=[CH:20][CH:21]=3)=[CH:14][CH:15]=2)[C:7](=[O:8])[C:2]=1[C:36]1[CH:37]=[CH:38][C:33]([O:32][CH2:29][CH2:30][CH3:31])=[CH:34][CH:35]=1)[CH3:28]. The catalyst class is: 439. (9) Reactant: [C:1]1([C:7]([CH:9]2[CH2:14][CH2:13][CH2:12][N:11]([CH2:15][C@H:16]([OH:21])[C:17]([F:20])([F:19])[F:18])[CH2:10]2)=[O:8])[CH:6]=[CH:5][CH:4]=[CH:3][CH:2]=1.C(#N)C.[Cl:25][C:26]1[CH:31]=[CH:30][C:29]([N:32]=[C:33]=[O:34])=[CH:28][CH:27]=1.Cl. Product: [ClH:25].[C:7]([CH:9]1[CH2:14][CH2:13][CH2:12][N:11]([CH2:15][C@H:16]([O:21][C:33](=[O:34])[NH:32][C:29]2[CH:30]=[CH:31][C:26]([Cl:25])=[CH:27][CH:28]=2)[C:17]([F:18])([F:19])[F:20])[CH2:10]1)(=[O:8])[C:1]1[CH:6]=[CH:5][CH:4]=[CH:3][CH:2]=1. The catalyst class is: 788.